From a dataset of TCR-epitope binding with 47,182 pairs between 192 epitopes and 23,139 TCRs. Binary Classification. Given a T-cell receptor sequence (or CDR3 region) and an epitope sequence, predict whether binding occurs between them. (1) The epitope is AVFDRKSDAK. The TCR CDR3 sequence is CASSWFGGYEQYF. Result: 0 (the TCR does not bind to the epitope). (2) The epitope is LPAADLDDF. The TCR CDR3 sequence is CASSQGSQPQHF. Result: 1 (the TCR binds to the epitope). (3) The epitope is YVLDHLIVV. The TCR CDR3 sequence is CASSLGWGTEAFF. Result: 0 (the TCR does not bind to the epitope). (4) The epitope is YIFFASFYY. The TCR CDR3 sequence is CASSYSGTGAYEQYF. Result: 0 (the TCR does not bind to the epitope). (5) The epitope is TLIGDCATV. The TCR CDR3 sequence is CASSYGGTYNEQFF. Result: 1 (the TCR binds to the epitope). (6) The epitope is KLPDDFTGCV. The TCR CDR3 sequence is CASGKGSEAFF. Result: 0 (the TCR does not bind to the epitope). (7) The TCR CDR3 sequence is CATGGQGEQYF. Result: 0 (the TCR does not bind to the epitope). The epitope is VVYRGTTTY.